Dataset: Reaction yield outcomes from USPTO patents with 853,638 reactions. Task: Predict the reaction yield, written as a fraction of the theoretical maximum amount of product (1.0 means a 100% yield; for example, 0.34 means a 34% yield). (1) The reactants are [Br:1][C:2]1[S:3][C:4]([CH3:11])=[C:5]([C:7](OC)=[O:8])[N:6]=1.[Li+].[BH4-].CO. The catalyst is C1COCC1. The product is [Br:1][C:2]1[S:3][C:4]([CH3:11])=[C:5]([CH2:7][OH:8])[N:6]=1. The yield is 0.770. (2) The reactants are [CH3:1][S:2](Cl)(=[O:4])=[O:3].[OH:6][C:7]1[CH:12]=[CH:11][C:10]([C:13]2([C:21]3[CH:26]=[C:25]([C:27]4[CH:32]=[CH:31][CH:30]=[C:29]([O:33][CH3:34])[CH:28]=4)[CH:24]=[CH:23][N:22]=3)[NH:17][C:16](=[S:18])[N:15]([CH3:19])[C:14]2=[O:20])=[CH:9][CH:8]=1.C(N(CC)CC)C.C(=O)(O)[O-].[Na+]. The catalyst is ClCCl. The product is [CH3:1][S:2]([O:6][C:7]1[CH:8]=[CH:9][C:10]([C:13]2([C:21]3[CH:26]=[C:25]([C:27]4[CH:32]=[CH:31][CH:30]=[C:29]([O:33][CH3:34])[CH:28]=4)[CH:24]=[CH:23][N:22]=3)[C:14](=[O:20])[N:15]([CH3:19])[C:16](=[S:18])[NH:17]2)=[CH:11][CH:12]=1)(=[O:4])=[O:3]. The yield is 0.680.